From a dataset of Catalyst prediction with 721,799 reactions and 888 catalyst types from USPTO. Predict which catalyst facilitates the given reaction. (1) Reactant: ClC1C=CC=C(C(OO)=[O:9])C=1.[CH3:12][S:13][C:14]1[CH:19]=[CH:18][C:17]([C:20]2([C:26]#[N:27])[CH2:25][CH2:24][O:23][CH2:22][CH2:21]2)=[CH:16][CH:15]=1. Product: [CH3:12][S:13]([C:14]1[CH:15]=[CH:16][C:17]([C:20]2([C:26]#[N:27])[CH2:21][CH2:22][O:23][CH2:24][CH2:25]2)=[CH:18][CH:19]=1)=[O:9]. The catalyst class is: 4. (2) Reactant: ClC(Cl)(Cl)[C:3]([C:5]1[N:14]2[C:8]([CH2:9][N:10]([C:19]([C:21]3[CH:26]=[CH:25][C:24]([C:27]4[CH:32]=[CH:31][CH:30]=[CH:29][C:28]=4[O:33][CH3:34])=[CH:23][CH:22]=3)=[O:20])[C:11]3[CH:18]=[CH:17][CH:16]=[CH:15][C:12]=3[CH2:13]2)=[CH:7][CH:6]=1)=[O:4].[NH2:37][C@H:38]([C:41]1[CH:46]=[CH:45][CH:44]=[CH:43][CH:42]=1)[CH2:39][OH:40].CS(C)=O.C(N(CC)CC)C. Product: [OH:40][CH2:39][C@H:38]([NH:37][C:3]([C:5]1[N:14]2[C:8]([CH2:9][N:10]([C:19]([C:21]3[CH:26]=[CH:25][C:24]([C:27]4[CH:32]=[CH:31][CH:30]=[CH:29][C:28]=4[O:33][CH3:34])=[CH:23][CH:22]=3)=[O:20])[C:11]3[CH:18]=[CH:17][CH:16]=[CH:15][C:12]=3[CH2:13]2)=[CH:7][CH:6]=1)=[O:4])[C:41]1[CH:46]=[CH:45][CH:44]=[CH:43][CH:42]=1. The catalyst class is: 245. (3) Reactant: [N+:1]([NH:4][C:5]1[CH:10]=[CH:9][CH:8]=[CH:7][CH:6]=1)([O-])=O.Cl.NC1C=CC=CC=1.[N:19]([O-:21])=[O:20].[Na+].[C:23]1([OH:29])[CH:28]=[CH:27][CH:26]=[CH:25][CH:24]=1.[OH-:30].[Na+]. Product: [N+:19]([C:6]1[C:5]([N:4]=[N:1][C:24]2[CH:25]=[CH:26][CH:27]=[CH:28][C:23]=2[OH:29])=[C:10]([OH:30])[CH:9]=[CH:8][CH:7]=1)([O-:21])=[O:20]. The catalyst class is: 6. (4) Product: [CH3:29][N:2]([CH3:1])[CH2:3][CH2:4][NH:5][CH2:6][CH2:7][N:8]1[C:16]2[C:11](=[CH:12][C:13]([O:17][CH3:18])=[CH:14][CH:15]=2)[C:10](/[CH:19]=[C:41]2\[O:42][C:38]3[CH:37]=[CH:36][C:35]([NH:34][C:32]([NH:31][CH3:30])=[O:33])=[CH:44][C:39]=3[C:40]\2=[O:43])=[C:9]1[C:21]1[C:22]([CH3:28])=[N:23][N:24]([CH3:27])[C:25]=1[CH3:26]. Reactant: [CH3:1][N:2]([CH3:29])[CH2:3][CH2:4][NH:5][CH2:6][CH2:7][N:8]1[C:16]2[C:11](=[CH:12][C:13]([O:17][CH3:18])=[CH:14][CH:15]=2)[C:10]([CH:19]=O)=[C:9]1[C:21]1[C:22]([CH3:28])=[N:23][N:24]([CH3:27])[C:25]=1[CH3:26].[CH3:30][NH:31][C:32]([NH:34][C:35]1[CH:36]=[CH:37][C:38]2[O:42][CH2:41][C:40](=[O:43])[C:39]=2[CH:44]=1)=[O:33].C([O-])([O-])=O.[Na+].[Na+].CCOC(C)=O. The catalyst class is: 422. (5) Reactant: [Br:1][C:2]1[C:3]([Cl:12])=[C:4]([C:8]([O:10][CH3:11])=[O:9])[S:5][C:6]=1Br.[Li]CCCC. The catalyst class is: 1. Product: [Br:1][C:2]1[C:3]([Cl:12])=[C:4]([C:8]([O:10][CH3:11])=[O:9])[S:5][CH:6]=1. (6) Reactant: [Br:1][C:2]1[C:10]([OH:11])=[C:9]([F:12])[CH:8]=[C:7]2[C:3]=1[CH2:4][CH:5]([CH2:14][CH2:15][CH2:16][CH3:17])[C:6]2=[O:13].CI.[C:20](=O)(O)[O-].[Na+]. Product: [Br:1][C:2]1[C:10]([O:11][CH3:20])=[C:9]([F:12])[CH:8]=[C:7]2[C:3]=1[CH2:4][CH:5]([CH2:14][CH2:15][CH2:16][CH3:17])[C:6]2=[O:13]. The catalyst class is: 9. (7) Reactant: [NH2:1][C@@H:2]([CH2:33][C:34]1[CH:39]=[CH:38][CH:37]=[CH:36][CH:35]=1)[C@@H:3]([OH:32])[CH2:4][C@@H:5]([NH:19][C:20]([C@@H:22]([NH:27][C:28](=[O:31])[O:29][CH3:30])[C:23]([CH3:26])([CH3:25])[CH3:24])=[O:21])[CH2:6][C:7]1[CH:12]=[CH:11][C:10]([C:13]2[CH:18]=[CH:17][CH:16]=[CH:15][N:14]=2)=[CH:9][CH:8]=1.[CH3:40][O:41][C:42]1[CH:43]=[C:44]([CH:60]=[CH:61][CH:62]=1)[CH2:45][N:46]1[CH2:50][CH2:49][N:48]([C@@H:51]([C:55]([CH3:58])([CH3:57])[CH3:56])[C:52](O)=[O:53])[C:47]1=[O:59].CCOP(ON1N=NC2C=CC=CC=2C1=O)(OCC)=O.C(N(CC)C(C)C)(C)C. Product: [OH:32][C@H:3]([C@@H:2]([NH:1][C:52](=[O:53])[C@@H:51]([N:48]1[CH2:49][CH2:50][N:46]([CH2:45][C:44]2[CH:60]=[CH:61][CH:62]=[C:42]([O:41][CH3:40])[CH:43]=2)[C:47]1=[O:59])[C:55]([CH3:58])([CH3:57])[CH3:56])[CH2:33][C:34]1[CH:35]=[CH:36][CH:37]=[CH:38][CH:39]=1)[CH2:4][C@@H:5]([NH:19][C:20]([C@@H:22]([NH:27][C:28](=[O:31])[O:29][CH3:30])[C:23]([CH3:26])([CH3:25])[CH3:24])=[O:21])[CH2:6][C:7]1[CH:12]=[CH:11][C:10]([C:13]2[CH:18]=[CH:17][CH:16]=[CH:15][N:14]=2)=[CH:9][CH:8]=1. The catalyst class is: 1. (8) Reactant: [CH3:1][C@H:2]1[NH:7][CH2:6][CH2:5][N:4](C(C2C=CC=CC=2)(C2C=CC=CC=2)C2C=CC=CC=2)[CH2:3]1.Cl[C:28]1[C:33]([Cl:34])=[N:32][CH:31]=[CH:30][N:29]=1.C([O-])([O-])=O.[K+].[K+].C(Cl)(Cl)Cl.CCO. Product: [Cl:34][C:33]1[C:28]([N:7]2[CH2:6][CH2:5][NH:4][CH2:3][C@H:2]2[CH3:1])=[N:29][CH:30]=[CH:31][N:32]=1. The catalyst class is: 18.